This data is from NCI-60 drug combinations with 297,098 pairs across 59 cell lines. The task is: Regression. Given two drug SMILES strings and cell line genomic features, predict the synergy score measuring deviation from expected non-interaction effect. Drug 1: CC12CCC3C(C1CCC2=O)CC(=C)C4=CC(=O)C=CC34C. Drug 2: CC(C1=C(C=CC(=C1Cl)F)Cl)OC2=C(N=CC(=C2)C3=CN(N=C3)C4CCNCC4)N. Cell line: SNB-75. Synergy scores: CSS=11.3, Synergy_ZIP=-8.62, Synergy_Bliss=-3.13, Synergy_Loewe=-3.81, Synergy_HSA=-3.04.